Dataset: Catalyst prediction with 721,799 reactions and 888 catalyst types from USPTO. Task: Predict which catalyst facilitates the given reaction. (1) Reactant: C([Li])CCC.Br[C:7]1[CH:12]=[CH:11][CH:10]=[C:9]([C:13]#[C:14][CH3:15])[CH:8]=1.[B:16](OC(C)C)([O:21]C(C)C)[O:17]C(C)C.Cl.[OH-].[K+].CC1CCCO1. Product: [C:13]([C:9]1[CH:8]=[C:7]([B:16]([OH:21])[OH:17])[CH:12]=[CH:11][CH:10]=1)#[C:14][CH3:15]. The catalyst class is: 207. (2) Reactant: CN([CH:4]=[O:5])C.O=P(Cl)(Cl)Cl.[N:11]1[CH:12]=[CH:13][N:14]2[CH:19]=[C:18]([CH2:20][C:21]3[N:25]4[N:26]=[C:27]([C:30]5[CH:31]=[N:32][N:33]([CH3:35])[CH:34]=5)[CH:28]=[CH:29][C:24]4=[N:23][CH:22]=3)[CH:17]=[CH:16][C:15]=12. Product: [CH3:35][N:33]1[CH:34]=[C:30]([C:27]2[CH:28]=[CH:29][C:24]3[N:25]([C:21]([CH2:20][C:18]4[CH:17]=[CH:16][C:15]5[N:14]([C:13]([CH:4]=[O:5])=[CH:12][N:11]=5)[CH:19]=4)=[CH:22][N:23]=3)[N:26]=2)[CH:31]=[N:32]1. The catalyst class is: 6. (3) Reactant: Cl.CN(C)CCCN=C=NCC.[OH:13][C@H:14]([C:16]1[N:20]([CH2:21][CH2:22][CH3:23])[C:19](=[O:24])[N:18]([CH2:25][C:26]2[CH:31]=[CH:30][C:29]([CH3:32])=[CH:28][CH:27]=2)[N:17]=1)[CH3:15].[C:33]([O:37][C:38](=[O:52])[C:39]([CH3:51])([S:41][C:42]1[CH:50]=[CH:49][C:45]([C:46](O)=[O:47])=[CH:44][CH:43]=1)[CH3:40])([CH3:36])([CH3:35])[CH3:34]. Product: [C:33]([O:37][C:38](=[O:52])[C:39]([CH3:40])([S:41][C:42]1[CH:50]=[CH:49][C:45]([C:46]([O:13][C@H:14]([C:16]2[N:20]([CH2:21][CH2:22][CH3:23])[C:19](=[O:24])[N:18]([CH2:25][C:26]3[CH:27]=[CH:28][C:29]([CH3:32])=[CH:30][CH:31]=3)[N:17]=2)[CH3:15])=[O:47])=[CH:44][CH:43]=1)[CH3:51])([CH3:34])([CH3:35])[CH3:36]. The catalyst class is: 42. (4) Reactant: [NH:1]1[CH:5]=[CH:4][N:3]=[CH:2]1.[Br:6][C:7]1[CH:12]=[C:11]([Cl:13])[CH:10]=[C:9]([CH2:14]Br)[CH:8]=1. Product: [Br:6][C:7]1[CH:8]=[C:9]([CH:10]=[C:11]([Cl:13])[CH:12]=1)[CH2:14][N:1]1[CH:5]=[CH:4][N:3]=[CH:2]1. The catalyst class is: 9. (5) The catalyst class is: 22. Product: [ClH:21].[C:2]1([CH:39]2[CH2:18][CH2:17][N:16]([CH2:19][C:20]3[CH:27]=[CH:28][C:29]4[C:30]5[C:35]([C:22](=[O:38])[NH:23][C:24]=4[CH:25]=3)=[CH:34][CH:33]=[CH:32][CH:31]=5)[CH2:14][CH2:15]2)[CH:3]=[CH:4][CH:5]=[CH:6][CH:7]=1. Reactant: Cl.[C:2]1(N2CCNCC2)[CH:7]=[CH:6][CH:5]=[CH:4][CH:3]=1.[CH2:14]([N:16]([CH2:19][CH3:20])[CH2:17][CH3:18])[CH3:15].[Cl:21][C:22]1[N:23]=[C:24]2[C:29](=[C:30]3[C:35]=1[CH:34]=[CH:33][CH:32]=[CH:31]3)[CH:28]=[CH:27]C(CCl)=[CH:25]2.[OH2:38].[CH3:39]N(C=O)C. (6) Reactant: [F:1][C:2]1[CH:3]=[CH:4][C:5]([CH:8]=[O:9])=[N:6][CH:7]=1.[CH3:10][Li].[Cl-].[NH4+].O. Product: [F:1][C:2]1[CH:3]=[CH:4][C:5]([CH:8]([OH:9])[CH3:10])=[N:6][CH:7]=1. The catalyst class is: 1. (7) Reactant: C(Cl)Cl.[N:4]1[CH:9]=[CH:8][CH:7]=[C:6]([S:10](Cl)(=[O:12])=[O:11])[CH:5]=1.[C:14]([C:18]1[CH:25]=[CH:24][C:21]([CH2:22][NH2:23])=[CH:20][CH:19]=1)([CH3:17])([CH3:16])[CH3:15].C(N(CC)CC)C. Product: [C:14]([C:18]1[CH:19]=[CH:20][C:21]([CH2:22][NH:23][S:10]([C:6]2[CH:5]=[N:4][CH:9]=[CH:8][CH:7]=2)(=[O:12])=[O:11])=[CH:24][CH:25]=1)([CH3:17])([CH3:15])[CH3:16]. The catalyst class is: 6. (8) Reactant: [CH2:1]([O:8][C:9]1[CH:18]=[C:17]2[C:12]([CH2:13][CH:14]([CH3:19])[N:15]=[CH:16]2)=[CH:11][C:10]=1[O:20][CH3:21])[C:2]1[CH:7]=[CH:6][CH:5]=[CH:4][CH:3]=1.C(O[CH:25]=[C:26]([C:32](=[O:34])[CH3:33])[C:27]([O:29][CH2:30][CH3:31])=[O:28])C. Product: [CH2:1]([O:8][C:9]1[C:10]([O:20][CH3:21])=[CH:11][C:12]2[CH2:13][CH:14]([CH3:19])[N:15]3[CH:16]([CH2:33][C:32](=[O:34])[C:26]([C:27]([O:29][CH2:30][CH3:31])=[O:28])=[CH:25]3)[C:17]=2[CH:18]=1)[C:2]1[CH:7]=[CH:6][CH:5]=[CH:4][CH:3]=1. The catalyst class is: 14.